The task is: Regression. Given two drug SMILES strings and cell line genomic features, predict the synergy score measuring deviation from expected non-interaction effect.. This data is from NCI-60 drug combinations with 297,098 pairs across 59 cell lines. Drug 1: CCCCC(=O)OCC(=O)C1(CC(C2=C(C1)C(=C3C(=C2O)C(=O)C4=C(C3=O)C=CC=C4OC)O)OC5CC(C(C(O5)C)O)NC(=O)C(F)(F)F)O. Drug 2: CS(=O)(=O)OCCCCOS(=O)(=O)C. Cell line: SNB-75. Synergy scores: CSS=58.9, Synergy_ZIP=1.29, Synergy_Bliss=2.19, Synergy_Loewe=-29.5, Synergy_HSA=1.11.